This data is from NCI-60 drug combinations with 297,098 pairs across 59 cell lines. The task is: Regression. Given two drug SMILES strings and cell line genomic features, predict the synergy score measuring deviation from expected non-interaction effect. (1) Drug 1: C1CCC(C1)C(CC#N)N2C=C(C=N2)C3=C4C=CNC4=NC=N3. Drug 2: CC(C)(C#N)C1=CC(=CC(=C1)CN2C=NC=N2)C(C)(C)C#N. Cell line: SK-OV-3. Synergy scores: CSS=5.06, Synergy_ZIP=-0.475, Synergy_Bliss=1.20, Synergy_Loewe=1.19, Synergy_HSA=1.46. (2) Drug 1: CN1CCC(CC1)COC2=C(C=C3C(=C2)N=CN=C3NC4=C(C=C(C=C4)Br)F)OC. Drug 2: C1C(C(OC1N2C=NC3=C2NC=NCC3O)CO)O. Cell line: PC-3. Synergy scores: CSS=6.18, Synergy_ZIP=-3.51, Synergy_Bliss=-0.598, Synergy_Loewe=-5.52, Synergy_HSA=-0.308. (3) Drug 1: CC(C)(C#N)C1=CC(=CC(=C1)CN2C=NC=N2)C(C)(C)C#N. Drug 2: CC1=C2C(C(=O)C3(C(CC4C(C3C(C(C2(C)C)(CC1OC(=O)C(C(C5=CC=CC=C5)NC(=O)OC(C)(C)C)O)O)OC(=O)C6=CC=CC=C6)(CO4)OC(=O)C)O)C)O. Cell line: CAKI-1. Synergy scores: CSS=-4.87, Synergy_ZIP=4.00, Synergy_Bliss=4.55, Synergy_Loewe=-3.05, Synergy_HSA=-2.69. (4) Drug 1: CC1C(C(=O)NC(C(=O)N2CCCC2C(=O)N(CC(=O)N(C(C(=O)O1)C(C)C)C)C)C(C)C)NC(=O)C3=C4C(=C(C=C3)C)OC5=C(C(=O)C(=C(C5=N4)C(=O)NC6C(OC(=O)C(N(C(=O)CN(C(=O)C7CCCN7C(=O)C(NC6=O)C(C)C)C)C)C(C)C)C)N)C. Drug 2: CCCCCOC(=O)NC1=NC(=O)N(C=C1F)C2C(C(C(O2)C)O)O. Cell line: HT29. Synergy scores: CSS=-2.86, Synergy_ZIP=6.08, Synergy_Bliss=9.75, Synergy_Loewe=1.63, Synergy_HSA=1.51. (5) Drug 1: CN(C)C1=NC(=NC(=N1)N(C)C)N(C)C. Drug 2: CC(C1=C(C=CC(=C1Cl)F)Cl)OC2=C(N=CC(=C2)C3=CN(N=C3)C4CCNCC4)N. Cell line: M14. Synergy scores: CSS=-8.55, Synergy_ZIP=3.70, Synergy_Bliss=0.442, Synergy_Loewe=-2.57, Synergy_HSA=-3.98.